This data is from Reaction yield outcomes from USPTO patents with 853,638 reactions. The task is: Predict the reaction yield, written as a fraction of the theoretical maximum amount of product (1.0 means a 100% yield; for example, 0.34 means a 34% yield). The reactants are [S:1]1[CH:5]=[CH:4][N:3]=[C:2]1[C:6]1([OH:12])[CH2:11][CH2:10][NH:9][CH2:8][CH2:7]1.Cl[C:14]1[CH:15]=[CH:16][C:17]2[N:18]([C:20]([C:23]([F:26])([F:25])[F:24])=[N:21][N:22]=2)[N:19]=1. No catalyst specified. The product is [S:1]1[CH:5]=[CH:4][N:3]=[C:2]1[C:6]1([OH:12])[CH2:7][CH2:8][N:9]([C:14]2[CH:15]=[CH:16][C:17]3[N:18]([C:20]([C:23]([F:24])([F:26])[F:25])=[N:21][N:22]=3)[N:19]=2)[CH2:10][CH2:11]1. The yield is 0.650.